Dataset: Catalyst prediction with 721,799 reactions and 888 catalyst types from USPTO. Task: Predict which catalyst facilitates the given reaction. (1) Reactant: [CH:1]([C:4]1[CH:14]=[CH:13][CH:12]=[C:11]([CH:15]([CH3:17])[CH3:16])[C:5]=1[O:6][CH2:7][C@@H:8]1[CH2:10][O:9]1)([CH3:3])[CH3:2].[NH2:18][CH2:19][C@H:20]1[CH2:29][CH2:28][C:27]2[C:22](=[CH:23][CH:24]=[C:25]([C:30]3[CH:39]=[CH:38][C:33]([C:34]([O:36]C)=[O:35])=[CH:32][CH:31]=3)[CH:26]=2)[O:21]1.[OH-].[Na+]. Product: [CH:1]([C:4]1[CH:14]=[CH:13][CH:12]=[C:11]([CH:15]([CH3:17])[CH3:16])[C:5]=1[O:6][CH2:7][C@@H:8]([OH:9])[CH2:10][NH:18][CH2:19][C@H:20]1[CH2:29][CH2:28][C:27]2[C:22](=[CH:23][CH:24]=[C:25]([C:30]3[CH:31]=[CH:32][C:33]([C:34]([OH:36])=[O:35])=[CH:38][CH:39]=3)[CH:26]=2)[O:21]1)([CH3:3])[CH3:2]. The catalyst class is: 32. (2) Reactant: C(OC(=O)[NH:7][C@H:8]1[CH2:12][CH2:11][N:10]([C:13]2[CH:18]=[CH:17][CH:16]=[CH:15][N:14]=2)[CH2:9]1)(C)(C)C.[ClH:20]. The catalyst class is: 169. Product: [ClH:20].[ClH:20].[N:14]1[CH:15]=[CH:16][CH:17]=[CH:18][C:13]=1[N:10]1[CH2:11][CH2:12][C@H:8]([NH2:7])[CH2:9]1. (3) Reactant: C(OC(=O)[NH:7][C:8]1[CH:13]=[CH:12][CH:11]=[C:10]([NH:14][C:15]2[C:16]3[C:23]([C:24](=[O:31])[C:25]4[CH:30]=[CH:29][CH:28]=[CH:27][CH:26]=4)=[CH:22][NH:21][C:17]=3[N:18]=[CH:19][N:20]=2)[CH:9]=1)(C)(C)C.C(O)(C(F)(F)F)=O. Product: [NH2:7][C:8]1[CH:9]=[C:10]([NH:14][C:15]2[C:16]3[C:23]([C:24]([C:25]4[CH:26]=[CH:27][CH:28]=[CH:29][CH:30]=4)=[O:31])=[CH:22][NH:21][C:17]=3[N:18]=[CH:19][N:20]=2)[CH:11]=[CH:12][CH:13]=1. The catalyst class is: 2. (4) Reactant: [CH3:1][O:2][C:3]1([C:22]([F:25])([F:24])[F:23])[CH2:6][CH:5]([C:7]2[O:11][N:10]=[C:9]([C:12]3[CH:17]=[CH:16][C:15]([CH3:18])=[C:14]([N+:19]([O-])=O)[CH:13]=3)[N:8]=2)[CH2:4]1.O.O.[Sn](Cl)Cl.C(=O)(O)[O-].[Na+]. Product: [CH3:1][O:2][C:3]1([C:22]([F:24])([F:25])[F:23])[CH2:4][CH:5]([C:7]2[O:11][N:10]=[C:9]([C:12]3[CH:17]=[CH:16][C:15]([CH3:18])=[C:14]([CH:13]=3)[NH2:19])[N:8]=2)[CH2:6]1. The catalyst class is: 8. (5) Reactant: Cl[C:2]1[C:3]2[N:4]([CH:10]=[C:11]([N+:13]([O-:15])=[O:14])[CH:12]=2)[N:5]=[CH:6][C:7]=1[C:8]#[N:9].[NH2:16][C:17]1[CH:22]=[CH:21][CH:20]=[CH:19][CH:18]=1.CCN(C(C)C)C(C)C. Product: [N+:13]([C:11]1[CH:12]=[C:3]2[C:2]([NH:16][C:17]3[CH:22]=[CH:21][CH:20]=[CH:19][CH:18]=3)=[C:7]([C:8]#[N:9])[CH:6]=[N:5][N:4]2[CH:10]=1)([O-:15])=[O:14]. The catalyst class is: 3. (6) Reactant: [CH3:1][C@H:2]1[CH2:7][NH:6][CH2:5][C@@H:4]([CH3:8])[NH:3]1.[CH3:9][O:10][C:11]1[CH:12]=[C:13]([S:19](Cl)(=[O:21])=[O:20])[CH:14]=[CH:15][C:16]=1[O:17][CH3:18].C(N([CH:29]([CH3:31])[CH3:30])CC)(C)C. Product: [CH3:9][O:10][C:11]1[CH:12]=[C:13]([S:19]([N:3]2[C@@H:4]([CH3:8])[CH2:5][N:6]([S:19]([C:30]3[CH:29]=[CH:31][C:16]([O:17][CH3:18])=[C:11]([O:10][CH3:9])[CH:12]=3)(=[O:21])=[O:20])[CH2:7][C@H:2]2[CH3:1])(=[O:21])=[O:20])[CH:14]=[CH:15][C:16]=1[O:17][CH3:18]. The catalyst class is: 2.